From a dataset of Forward reaction prediction with 1.9M reactions from USPTO patents (1976-2016). Predict the product of the given reaction. (1) Given the reactants [CH2:1]([C:4]1[CH2:5][C@@H:6]2[C@H:9]([CH:10]=1)[C@@:8]([CH2:15][C:16]([O:18]C(C)(C)C)=[O:17])([CH2:11][N+:12]([O-])=O)[CH2:7]2)[CH:2]=[CH2:3].[Cl-].[NH4+], predict the reaction product. The product is: [CH2:1]([C:4]1[CH2:5][C@@H:6]2[C@H:9]([CH:10]=1)[C@@:8]([CH2:15][C:16]([OH:18])=[O:17])([CH2:11][NH2:12])[CH2:7]2)[CH:2]=[CH2:3]. (2) Given the reactants [CH2:1]([CH:5]1[CH2:13][C:12]2[C:7](=[CH:8][CH:9]=[C:10]([O:14][CH3:15])[CH:11]=2)[C:6]1=[O:16])[CH2:2][CH2:3][CH3:4].[H-].[Na+].[CH2:19](I)[CH:20]=[CH2:21], predict the reaction product. The product is: [CH2:21]([C:5]1([CH2:1][CH2:2][CH2:3][CH3:4])[CH2:13][C:12]2[C:7](=[CH:8][CH:9]=[C:10]([O:14][CH3:15])[CH:11]=2)[C:6]1=[O:16])[CH:20]=[CH2:19].